From a dataset of Peptide-MHC class II binding affinity with 134,281 pairs from IEDB. Regression. Given a peptide amino acid sequence and an MHC pseudo amino acid sequence, predict their binding affinity value. This is MHC class II binding data. (1) The peptide sequence is WPKSHTLWSNGVLES. The MHC is DRB1_0405 with pseudo-sequence DRB1_0405. The binding affinity (normalized) is 0.224. (2) The peptide sequence is AYESYKFIPALEAAVKQAYAATVAAA. The MHC is HLA-DQA10501-DQB10201 with pseudo-sequence HLA-DQA10501-DQB10201. The binding affinity (normalized) is 0.472.